From a dataset of M1 muscarinic receptor agonist screen with 61,833 compounds. Binary Classification. Given a drug SMILES string, predict its activity (active/inactive) in a high-throughput screening assay against a specified biological target. (1) The compound is S(c1c2c(n(CCNC(=O)c3ccccc3)c1)cccc2)CC(=O)Nc1noc(c1)C. The result is 0 (inactive). (2) The molecule is O=c1n(n(c(c1/N=c1\c(=O)c2c(c1=O)cccc2)C)C)c1ccccc1. The result is 0 (inactive). (3) The molecule is S(c1nc(nc2c1ccc(c2)C)c1ccc(F)cc1)CC(=O)NCc1occc1. The result is 0 (inactive). (4) The molecule is S(CC(=O)N1CC(CCC1)C)CC(=O)/N=c1/sc2c(n1C)cccc2. The result is 0 (inactive). (5) The drug is S(c1n(\c([nH]n1)=C1\C(=O)C=CC=C1)CC)CC(=O)Nc1scc(n1)c1ccccc1. The result is 0 (inactive). (6) The drug is S(=O)(=O)(NC1CC(NC(C1)(C)C)(C)C)c1c(OC)ccc(F)c1. The result is 0 (inactive). (7) The drug is O=c1n2c(nc3n(Cc4cccnc4)c(=N)c(cc13)C(=O)NCc1ccc(OC)cc1)cccc2. The result is 0 (inactive).